This data is from Forward reaction prediction with 1.9M reactions from USPTO patents (1976-2016). The task is: Predict the product of the given reaction. (1) Given the reactants C[O:2][C:3]([C:5]1[CH:10]=[CH:9][C:8]([C:11]2[C:16]([CH3:17])=[CH:15][C:14]([CH3:18])=[CH:13][C:12]=2[CH3:19])=[CH:7][CH:6]=1)=[O:4].[Li+].[OH-], predict the reaction product. The product is: [CH3:19][C:12]1[CH:13]=[C:14]([CH3:18])[CH:15]=[C:16]([CH3:17])[C:11]=1[C:8]1[CH:9]=[CH:10][C:5]([C:3]([OH:4])=[O:2])=[CH:6][CH:7]=1. (2) Given the reactants [CH2:1]([N:8]1[C:20]2[C:11](=[C:12]3[C:17](=[C:18]4[CH:24]=[C:23]([F:25])[CH:22]=[CH:21][C:19]4=2)[C:16](=[O:26])[N:15]([CH2:27][O:28][CH2:29][CH2:30][Si:31]([CH3:34])([CH3:33])[CH3:32])[CH:14]=[CH:13]3)[N:10]=[C:9]1Cl)[C:2]1[CH:7]=[CH:6][CH:5]=[CH:4][CH:3]=1.[N:36]1([CH2:42][CH2:43][CH2:44][OH:45])[CH2:41][CH2:40][CH2:39][CH2:38][CH2:37]1.[H-].[Na+].CN(C)C=O, predict the reaction product. The product is: [CH2:1]([N:8]1[C:20]2[C:11](=[C:12]3[C:17](=[C:18]4[CH:24]=[C:23]([F:25])[CH:22]=[CH:21][C:19]4=2)[C:16](=[O:26])[N:15]([CH2:27][O:28][CH2:29][CH2:30][Si:31]([CH3:34])([CH3:33])[CH3:32])[CH:14]=[CH:13]3)[N:10]=[C:9]1[O:45][CH2:44][CH2:43][CH2:42][N:36]1[CH2:41][CH2:40][CH2:39][CH2:38][CH2:37]1)[C:2]1[CH:7]=[CH:6][CH:5]=[CH:4][CH:3]=1. (3) The product is: [CH3:33][C:8]1[CH:9]=[C:10]([O:13][C:14]2[CH:15]=[C:16]([O:21][C:22]3[CH:27]=[CH:26][C:25]([C:28]([F:31])([F:29])[F:30])=[CH:24][C:23]=3[O:35][C:36]3[CH:41]=[CH:40][CH:39]=[CH:38][N:37]=3)[CH:17]=[C:18]([CH3:20])[CH:19]=2)[CH:11]=[CH:12][C:7]=1[CH2:6][CH2:5][C:4]([OH:3])=[O:34]. Given the reactants C([O:3][C:4](=[O:34])[CH2:5][CH2:6][C:7]1[CH:12]=[CH:11][C:10]([O:13][C:14]2[CH:19]=[C:18]([CH3:20])[CH:17]=[C:16]([O:21][C:22]3[CH:27]=[CH:26][C:25]([C:28]([F:31])([F:30])[F:29])=[CH:24][C:23]=3Br)[CH:15]=2)=[CH:9][C:8]=1[CH3:33])C.[OH:35][C:36]1[CH:41]=[CH:40][CH:39]=[CH:38][N:37]=1, predict the reaction product. (4) The product is: [Cl:1][C:2]1[CH:11]=[CH:10][C:9]2[N:8]=[C:7]([CH2:12][CH2:13][CH2:14][CH2:15][C:16]3[N:36]=[N:37][NH:38][N:17]=3)[CH:6]=[CH:5][C:4]=2[C:3]=1[C:18]([NH:20][CH2:21][C:22]12[CH2:29][CH:28]3[CH2:27][CH:26]([CH2:25][CH:24]([CH2:30]3)[CH2:23]1)[CH2:31]2)=[O:19]. Given the reactants [Cl:1][C:2]1[CH:11]=[CH:10][C:9]2[N:8]=[C:7]([CH2:12][CH2:13][CH2:14][CH2:15][C:16]#[N:17])[CH:6]=[CH:5][C:4]=2[C:3]=1[C:18]([NH:20][CH2:21][C:22]12[CH2:31][CH:26]3[CH2:27][CH:28]([CH2:30][CH:24]([CH2:25]3)[CH2:23]1)[CH2:29]2)=[O:19].C[Si]([N:36]=[N+:37]=[N-:38])(C)C.C([Sn](=O)CCCC)CCC, predict the reaction product.